This data is from Peptide-MHC class I binding affinity with 185,985 pairs from IEDB/IMGT. The task is: Regression. Given a peptide amino acid sequence and an MHC pseudo amino acid sequence, predict their binding affinity value. This is MHC class I binding data. (1) The peptide sequence is RQHGFTPSK. The MHC is HLA-A69:01 with pseudo-sequence HLA-A69:01. The binding affinity (normalized) is 0.0847. (2) The peptide sequence is YQYIFLSFF. The MHC is HLA-C04:01 with pseudo-sequence HLA-C04:01. The binding affinity (normalized) is 0.0847. (3) The peptide sequence is ARLSSPIVL. The MHC is HLA-A02:01 with pseudo-sequence HLA-A02:01. The binding affinity (normalized) is 0.0847. (4) The peptide sequence is IHHASAPLT. The MHC is HLA-A02:01 with pseudo-sequence HLA-A02:01. The binding affinity (normalized) is 0. (5) The peptide sequence is GAMLFLISGK. The MHC is HLA-A11:01 with pseudo-sequence HLA-A11:01. The binding affinity (normalized) is 0.653. (6) The peptide sequence is LLLRFPAL. The MHC is H-2-Kb with pseudo-sequence H-2-Kb. The binding affinity (normalized) is 0.852.